This data is from Catalyst prediction with 721,799 reactions and 888 catalyst types from USPTO. The task is: Predict which catalyst facilitates the given reaction. (1) Reactant: [Cl:1][C:2]1[CH:3]=[C:4]([C:9]2[C:13]([CH2:14][CH2:15][C:16](OC)=[O:17])=[CH:12][O:11][N:10]=2)[CH:5]=[CH:6][C:7]=1[Cl:8].[H-].C([Al+]CC(C)C)C(C)C.Cl. Product: [Cl:1][C:2]1[CH:3]=[C:4]([C:9]2[C:13]([CH2:14][CH2:15][CH2:16][OH:17])=[CH:12][O:11][N:10]=2)[CH:5]=[CH:6][C:7]=1[Cl:8]. The catalyst class is: 7. (2) Reactant: [C:1]([O:5][C:6]([N:8]([CH2:13][CH3:14])[CH2:9][C:10]([OH:12])=O)=[O:7])([CH3:4])([CH3:3])[CH3:2].FC1C=CC(S(N(C)CC([NH:29][CH2:30][C:31]2[CH:36]=[C:35]([C:37]3[CH:42]=[CH:41][C:40]([C:43]([F:46])([F:45])[F:44])=[CH:39][CH:38]=3)[N:34]=[CH:33][N:32]=2)=O)(=O)=O)=CC=1.O.ON1C2C=CC=CC=2N=N1.C(N(CC)C(C)C)(C)C.CN(C(ON1N=NC2C=CC=CC1=2)=[N+](C)C)C.F[P-](F)(F)(F)(F)F. Product: [CH2:13]([N:8]([CH2:9][C:10](=[O:12])[NH:29][CH2:30][C:31]1[CH:36]=[C:35]([C:37]2[CH:38]=[CH:39][C:40]([C:43]([F:46])([F:45])[F:44])=[CH:41][CH:42]=2)[N:34]=[CH:33][N:32]=1)[C:6](=[O:7])[O:5][C:1]([CH3:2])([CH3:3])[CH3:4])[CH3:14]. The catalyst class is: 39. (3) Reactant: [CH:1]([SiH:4]([CH:18]([CH3:20])[CH3:19])[C:5]1[CH:16]=[CH:15][C:8]([O:9][CH2:10][CH2:11][C:12]([OH:14])=O)=[CH:7][C:6]=1[CH3:17])([CH3:3])[CH3:2].Cl.CN(C)CCCN=C=NCC.[CH2:33]([NH2:40])[C:34]1[CH:39]=[CH:38][CH:37]=[CH:36][CH:35]=1. Product: [CH2:33]([NH:40][C:12](=[O:14])[CH2:11][CH2:10][O:9][C:8]1[CH:15]=[CH:16][C:5]([SiH:4]([CH:1]([CH3:2])[CH3:3])[CH:18]([CH3:20])[CH3:19])=[C:6]([CH3:17])[CH:7]=1)[C:34]1[CH:39]=[CH:38][CH:37]=[CH:36][CH:35]=1. The catalyst class is: 4. (4) Reactant: [CH3:1][O:2][C:3]1[CH:8]=[CH:7][C:6]([C:9]2[CH:10]=[N:11][C:12]([NH2:15])=[N:13][CH:14]=2)=[CH:5][CH:4]=1.[CH3:16][O:17][C:18]1[CH:19]=[C:20]([S:26](Cl)(=[O:28])=[O:27])[CH:21]=[CH:22][C:23]=1[O:24][CH3:25]. Product: [CH3:16][O:17][C:18]1[CH:19]=[C:20]([S:26]([NH:15][C:12]2[N:11]=[CH:10][C:9]([C:6]3[CH:5]=[CH:4][C:3]([O:2][CH3:1])=[CH:8][CH:7]=3)=[CH:14][N:13]=2)(=[O:27])=[O:28])[CH:21]=[CH:22][C:23]=1[O:24][CH3:25]. The catalyst class is: 17. (5) The catalyst class is: 80. Product: [CH2:28]([O:27][C:18]1[CH:17]=[C:16]2[C:21](=[C:20]3[CH2:22][C:23]([CH3:26])([CH3:25])[O:24][C:19]=13)[C:12]([C:10]1[CH:9]=[CH:8][C:3]([C:4]([O:6][CH3:7])=[O:5])=[C:2]([NH:1][C:38](=[O:39])[CH2:37][C:35]3[S:34][CH:33]=[CH:32][CH:36]=3)[CH:11]=1)=[N:13][C:14]([CH3:30])([CH3:31])[CH2:15]2)[CH3:29]. Reactant: [NH2:1][C:2]1[CH:11]=[C:10]([C:12]2[C:21]3[C:16](=[CH:17][C:18]([O:27][CH2:28][CH3:29])=[C:19]4[O:24][C:23]([CH3:26])([CH3:25])[CH2:22][C:20]4=3)[CH2:15][C:14]([CH3:31])([CH3:30])[N:13]=2)[CH:9]=[CH:8][C:3]=1[C:4]([O:6][CH3:7])=[O:5].[CH:32]1[CH:36]=[C:35]([CH2:37][C:38](Cl)=[O:39])[S:34][CH:33]=1. (6) Reactant: [F:1][C:2]1([F:17])[O:6][C:5]2[CH:7]=[CH:8][C:9]([C:11]3([C:14](Cl)=[O:15])[CH2:13][CH2:12]3)=[CH:10][C:4]=2[O:3]1.C(N(CC)CC)C.[Cl:25][C:26]1[N:31]=[C:30]([NH2:32])[CH:29]=[CH:28][C:27]=1[CH2:33][CH3:34]. Product: [Cl:25][C:26]1[N:31]=[C:30]([NH:32][C:14]([C:11]2([C:9]3[CH:8]=[CH:7][C:5]4[O:6][C:2]([F:17])([F:1])[O:3][C:4]=4[CH:10]=3)[CH2:13][CH2:12]2)=[O:15])[CH:29]=[CH:28][C:27]=1[CH2:33][CH3:34]. The catalyst class is: 4. (7) Reactant: [Cl:1][C:2]1[N:7]=[C:6]([NH:8][CH2:9][C:10]2[CH:11]=[N:12][C:13]([C:16]([F:19])([F:18])[F:17])=[CH:14][CH:15]=2)[CH:5]=[CH:4][CH:3]=1.[Br:20]N1C(=O)CCC1=O.O. Product: [Br:20][C:3]1[CH:4]=[CH:5][C:6]([NH:8][CH2:9][C:10]2[CH:11]=[N:12][C:13]([C:16]([F:19])([F:17])[F:18])=[CH:14][CH:15]=2)=[N:7][C:2]=1[Cl:1]. The catalyst class is: 10. (8) Reactant: Cl[C:2]1[C:7]([CH:8]2[CH2:10][CH2:9]2)=[C:6]([Cl:11])[N:5]=[CH:4][N:3]=1.[CH:12]([O:15][C:16]([N:18]1[CH2:23][CH2:22][CH:21]([OH:24])[CH2:20][CH2:19]1)=[O:17])([CH3:14])[CH3:13].CC(C)([O-])C.[K+]. Product: [CH:12]([O:15][C:16]([N:18]1[CH2:19][CH2:20][CH:21]([O:24][C:2]2[C:7]([CH:8]3[CH2:10][CH2:9]3)=[C:6]([Cl:11])[N:5]=[CH:4][N:3]=2)[CH2:22][CH2:23]1)=[O:17])([CH3:14])[CH3:13]. The catalyst class is: 1. (9) Reactant: [CH3:1][N:2]1[C:11]2[C:6](=[CH:7][C:8]([C:18]#[N:19])=[C:9]([C:12]3[CH:13]=[N:14][N:15]([CH3:17])[CH:16]=3)[CH:10]=2)[NH:5][CH2:4][CH:3]1[CH3:20].Br[C:22]1[C:26]2[CH2:27][N:28]([C:31]([O:33][C:34]([CH3:37])([CH3:36])[CH3:35])=[O:32])[CH2:29][CH2:30][C:25]=2[N:24]([CH:38]2[CH2:43][CH2:42][O:41][CH2:40][CH2:39]2)[N:23]=1.C(O[Na])(C)(C)C.C1(P(C2CCCCC2)C2C=CC=CC=2C2C(OC(C)C)=CC=CC=2OC(C)C)CCCCC1. Product: [C:18]([C:8]1[CH:7]=[C:6]2[C:11]([N:2]([CH3:1])[CH:3]([CH3:20])[CH2:4][N:5]2[C:22]2[C:26]3[CH2:27][N:28]([C:31]([O:33][C:34]([CH3:36])([CH3:37])[CH3:35])=[O:32])[CH2:29][CH2:30][C:25]=3[N:24]([CH:38]3[CH2:39][CH2:40][O:41][CH2:42][CH2:43]3)[N:23]=2)=[CH:10][C:9]=1[C:12]1[CH:13]=[N:14][N:15]([CH3:17])[CH:16]=1)#[N:19]. The catalyst class is: 12. (10) Reactant: [OH:1]N1C(=O)CCC1=O.[CH:9]([N:12]=[C:13]=[N:14][CH:15]([CH3:17])[CH3:16])([CH3:11])[CH3:10].N(C(OCC1C2C(=CC=CC=2)C2C1=CC=CC=2)=O)CC(O)=O. Product: [CH:9]([NH:12][C:13]([NH:14][CH:15]([CH3:17])[CH3:16])=[O:1])([CH3:11])[CH3:10]. The catalyst class is: 4.